This data is from Full USPTO retrosynthesis dataset with 1.9M reactions from patents (1976-2016). The task is: Predict the reactants needed to synthesize the given product. (1) Given the product [CH3:33][C:22]1[N:23]=[C:24]2[N:25]([CH2:28][CH2:29][CH2:30][CH:31]2[OH:32])[C:26](=[O:27])[C:21]=1[CH2:20][CH2:19][N:13]1[CH2:12][CH2:11][CH:10]([C:7]2[C:6]3[CH:16]=[CH:17][C:3]([F:2])=[CH:4][C:5]=3[O:9][N:8]=2)[CH2:15][CH2:14]1, predict the reactants needed to synthesize it. The reactants are: Cl.[F:2][C:3]1[CH:17]=[CH:16][C:6]2[C:7]([CH:10]3[CH2:15][CH2:14][NH:13][CH2:12][CH2:11]3)=[N:8][O:9][C:5]=2[CH:4]=1.Cl[CH2:19][CH2:20][C:21]1[C:26](=[O:27])[N:25]2[CH2:28][CH2:29][CH2:30][CH:31]([OH:32])[C:24]2=[N:23][C:22]=1[CH3:33].C(=O)([O-])[O-].[Na+].[Na+]. (2) The reactants are: [CH:1]1([C:4]2[N:13]=[C:12](N3CCC(C4C=CC=CC=4OC)CC3)[C:11]3[C:6](=[CH:7][C:8]([O:30][CH3:31])=[C:9]([O:28][CH3:29])[CH:10]=3)[N:5]=2)[CH2:3][CH2:2]1.[CH3:32][O:33][C:34]1[CH:35]=[C:36]([CH:40]2[CH2:44][CH2:43]N[CH2:41]2)[CH:37]=[CH:38][CH:39]=1.[CH3:45]OC1C=CC=CC=1C1CCNCC1. Given the product [CH:1]1([C:4]2[N:13]=[C:12]([CH:45]3[CH2:43][CH2:44][CH:40]([C:36]4[CH:37]=[CH:38][CH:39]=[C:34]([O:33][CH3:32])[CH:35]=4)[CH2:41]3)[C:11]3[C:6](=[CH:7][C:8]([O:30][CH3:31])=[C:9]([O:28][CH3:29])[CH:10]=3)[N:5]=2)[CH2:2][CH2:3]1, predict the reactants needed to synthesize it.